From a dataset of Reaction yield outcomes from USPTO patents with 853,638 reactions. Predict the reaction yield, written as a fraction of the theoretical maximum amount of product (1.0 means a 100% yield; for example, 0.34 means a 34% yield). (1) The reactants are [CH3:1][C:2]1[CH:7]=[C:6]([CH3:8])[N:5]=[C:4]([N:9]2[CH2:16][CH:15]3[CH:11]([CH2:12][NH:13][CH2:14]3)[CH2:10]2)[N:3]=1.[C:17]1([C:23]2[CH:27]=[CH:26][O:25][C:24]=2[C:28](O)=[O:29])[CH:22]=[CH:21][CH:20]=[CH:19][CH:18]=1.CN(C(ON1N=NC2C=CC=NC1=2)=[N+](C)C)C.F[P-](F)(F)(F)(F)F.CCN(C(C)C)C(C)C. The catalyst is C(OCC)(=O)C.CN(C=O)C. The product is [CH3:1][C:2]1[CH:7]=[C:6]([CH3:8])[N:5]=[C:4]([N:9]2[CH2:16][CH:15]3[CH:11]([CH2:12][N:13]([C:28]([C:24]4[O:25][CH:26]=[CH:27][C:23]=4[C:17]4[CH:18]=[CH:19][CH:20]=[CH:21][CH:22]=4)=[O:29])[CH2:14]3)[CH2:10]2)[N:3]=1. The yield is 0.280. (2) The reactants are CC1C=CC(S(O[CH2:12][CH:13]2[CH2:17][C:16]3[CH:18]=[CH:19][C:20]([F:29])=[C:21]([C:22]4[CH:27]=[CH:26][CH:25]=[CH:24][C:23]=4[Cl:28])[C:15]=3[O:14]2)(=O)=O)=CC=1.[N-:30]=[N+:31]=[N-:32].[Na+]. No catalyst specified. The product is [N:30]([CH2:12][CH:13]1[CH2:17][C:16]2[CH:18]=[CH:19][C:20]([F:29])=[C:21]([C:22]3[CH:27]=[CH:26][CH:25]=[CH:24][C:23]=3[Cl:28])[C:15]=2[O:14]1)=[N+:31]=[N-:32]. The yield is 0.990.